Dataset: Reaction yield outcomes from USPTO patents with 853,638 reactions. Task: Predict the reaction yield, written as a fraction of the theoretical maximum amount of product (1.0 means a 100% yield; for example, 0.34 means a 34% yield). (1) The reactants are Br[C:2]1[C:3](=[O:10])[N:4]([CH3:9])[CH:5]=[C:6]([Br:8])[CH:7]=1.N[C:12]1[N:17]=[CH:16][CH:15]=[CH:14][N:13]=1.C(=O)([O-])[O-].[Cs+].[Cs+].CC1(C)C2C(=C(P(C3C=CC=CC=3)C3C=CC=CC=3)C=CC=2)OC2C(P(C3C=CC=CC=3)C3C=CC=CC=3)=CC=CC1=2.C[N:67](C=O)C. The catalyst is C(Cl)Cl.CO.O.C1C=CC(/C=C/C(/C=C/C2C=CC=CC=2)=O)=CC=1.C1C=CC(/C=C/C(/C=C/C2C=CC=CC=2)=O)=CC=1.C1C=CC(/C=C/C(/C=C/C2C=CC=CC=2)=O)=CC=1.[Pd].[Pd].O1CCOCC1. The product is [Br:8][C:6]1[CH:7]=[C:2]([NH:67][C:14]2[CH:15]=[CH:16][N:17]=[CH:12][N:13]=2)[C:3](=[O:10])[N:4]([CH3:9])[CH:5]=1. The yield is 0.580. (2) The reactants are [Cl:1][C:2]1[CH:10]=[C:9]2[C:5]([CH:6]([CH:12]([CH2:18][N+:19]([O-])=O)[CH2:13][C:14]([CH3:17])([CH3:16])[CH3:15])[C:7](=[O:11])[NH:8]2)=[CH:4][CH:3]=1.[Cl-].[NH4+]. The catalyst is CO.[Zn]. The product is [NH2:19][CH2:18][CH:12]([CH:6]1[C:5]2[C:9](=[CH:10][C:2]([Cl:1])=[CH:3][CH:4]=2)[NH:8][C:7]1=[O:11])[CH2:13][C:14]([CH3:17])([CH3:16])[CH3:15]. The yield is 0.990.